This data is from Choline transporter screen with 302,306 compounds. The task is: Binary Classification. Given a drug SMILES string, predict its activity (active/inactive) in a high-throughput screening assay against a specified biological target. (1) The compound is O(CC(O)CNC(=O)c1c(cccc1)C(O)=O)c1c(CC=C)cccc1. The result is 0 (inactive). (2) The molecule is O=C(NC1CCCC1)c1cc2ncn(c2cc1)c1c(OC)cccc1. The result is 0 (inactive). (3) The drug is S(C=1N(N1)c1nc(nc(c1CC)C)N)CCOc1ccccc1. The result is 1 (active). (4) The compound is O=C1N(C(C1)(C(=O)NCC(OCC)=O)\C=C\c1ccccc1)c1ccc(cc1)C. The result is 0 (inactive).